Task: Predict the reactants needed to synthesize the given product.. Dataset: Full USPTO retrosynthesis dataset with 1.9M reactions from patents (1976-2016) (1) Given the product [CH3:1][C:2]1[C:6]([C:7]2[CH:16]=[CH:15][C:14]3[N:17]([CH3:27])[C:18](=[O:19])[N:12]4[C:13]=3[C:8]=2[CH2:9][CH2:10][CH:11]4[C:20]2[CH:25]=[CH:24][CH:23]=[CH:22][CH:21]=2)=[C:5]([CH3:26])[O:4][N:3]=1, predict the reactants needed to synthesize it. The reactants are: [CH3:1][C:2]1[C:6]([C:7]2[CH:16]=[CH:15][C:14]3[NH:17][C:18](=[O:19])[N:12]4[C:13]=3[C:8]=2[CH2:9][CH2:10][CH:11]4[C:20]2[CH:25]=[CH:24][CH:23]=[CH:22][CH:21]=2)=[C:5]([CH3:26])[O:4][N:3]=1.[C:27](=O)([O-])[O-].[Cs+].[Cs+].CI. (2) Given the product [NH2:8][C:6]1[CH:5]=[CH:4][C:3]([N:11]2[CH2:15][CH2:14][CH2:13][C:12]2=[O:16])=[C:2]([F:1])[CH:7]=1, predict the reactants needed to synthesize it. The reactants are: [F:1][C:2]1[CH:7]=[C:6]([N+:8]([O-])=O)[CH:5]=[CH:4][C:3]=1[N:11]1[CH2:15][CH2:14][CH2:13][C:12]1=[O:16]. (3) The reactants are: [C:1]([C:4]1[CH:5]=[C:6](B(O)O)[CH:7]=[CH:8][CH:9]=1)([OH:3])=[O:2].Cl[C:14]1[C:15]2[C:22]([C:23]([O:25][CH2:26][CH3:27])=[O:24])=[CH:21][NH:20][C:16]=2[N:17]=[CH:18][N:19]=1.C(=O)([O-])[O-].[Na+].[Na+]. Given the product [CH2:26]([O:25][C:23]([C:22]1[C:15]2[C:14]([C:6]3[CH:5]=[C:4]([CH:9]=[CH:8][CH:7]=3)[C:1]([OH:3])=[O:2])=[N:19][CH:18]=[N:17][C:16]=2[NH:20][CH:21]=1)=[O:24])[CH3:27], predict the reactants needed to synthesize it. (4) Given the product [F:60][C:55]1[CH:56]=[CH:57][CH:58]=[C:59]2[C:54]=1[CH:53]=[CH:52][N:51]2[NH:50][C:14]([C:10]1[C:11]([CH3:13])=[N:12][C:7]([C:2]2[CH:3]=[CH:4][CH:5]=[CH:6][N:1]=2)=[N:8][CH:9]=1)=[O:16], predict the reactants needed to synthesize it. The reactants are: [N:1]1[CH:6]=[CH:5][CH:4]=[CH:3][C:2]=1[C:7]1[N:12]=[C:11]([CH3:13])[C:10]([C:14]([OH:16])=O)=[CH:9][N:8]=1.CN(C(ON1N=NC2C=CC=NC1=2)=[N+](C)C)C.F[P-](F)(F)(F)(F)F.CCN(C(C)C)C(C)C.[NH2:50][N:51]1[C:59]2[C:54](=[C:55]([F:60])[CH:56]=[CH:57][CH:58]=2)[CH:53]=[CH:52]1. (5) Given the product [C:8]([C:10]1[CH:11]=[C:12]2[C:16](=[CH:17][CH:18]=1)[N:15]([S:19]([C:22]1[CH:27]=[CH:26][C:25]([O:28][CH3:29])=[CH:24][C:23]=1[O:30][CH3:31])(=[O:20])=[O:21])[C:14](=[O:32])[C:13]2([NH:42][C:43]([N:45]1[CH2:46][C:47]2([CH2:49][N:50]([CH:52]3[CH2:53][CH2:54][N:55]([CH:59]([CH3:60])[CH3:58])[CH2:56][CH2:57]3)[CH2:51]2)[CH2:48]1)=[O:44])[C:33]1[C:34]([O:39][CH2:40][CH3:41])=[N:35][CH:36]=[CH:37][CH:38]=1)#[N:9], predict the reactants needed to synthesize it. The reactants are: FC(F)(F)C(O)=O.[C:8]([C:10]1[CH:11]=[C:12]2[C:16](=[CH:17][CH:18]=1)[N:15]([S:19]([C:22]1[CH:27]=[CH:26][C:25]([O:28][CH3:29])=[CH:24][C:23]=1[O:30][CH3:31])(=[O:21])=[O:20])[C:14](=[O:32])[C:13]2([NH:42][C:43]([N:45]1[CH2:48][C:47]2([CH2:51][N:50]([CH:52]3[CH2:57][CH2:56][NH:55][CH2:54][CH2:53]3)[CH2:49]2)[CH2:46]1)=[O:44])[C:33]1[C:34]([O:39][CH2:40][CH3:41])=[N:35][CH:36]=[CH:37][CH:38]=1)#[N:9].[CH3:58][C:59](=O)[CH3:60].[B-]C#N.[Na+].C([O-])([O-])=O.[K+].[K+]. (6) The reactants are: Cl[C:2]1[N:7]=[CH:6][C:5]([CH2:8][N:9]2[C:17]3[C:12](=[N:13][CH:14]=[CH:15][CH:16]=3)[C:11]([C:18]([NH:20][CH:21]3[CH2:26][CH2:25][O:24][CH2:23][CH:22]3[OH:27])=[O:19])=[CH:10]2)=[CH:4][CH:3]=1.[CH3:28][N:29]1[CH:33]=[C:32](B2OC(C)(C)C(C)(C)O2)[CH:31]=[N:30]1. Given the product [OH:27][CH:22]1[CH:21]([NH:20][C:18]([C:11]2[C:12]3=[N:13][CH:14]=[CH:15][CH:16]=[C:17]3[N:9]([CH2:8][C:5]3[CH:6]=[N:7][C:2]([C:32]4[CH:31]=[N:30][N:29]([CH3:28])[CH:33]=4)=[CH:3][CH:4]=3)[CH:10]=2)=[O:19])[CH2:26][CH2:25][O:24][CH2:23]1, predict the reactants needed to synthesize it. (7) Given the product [N:21]1([CH2:20][C@@H:16]2[CH2:17][CH2:18][CH2:19][N:15]2[C:10]([C:9]2[CH:8]=[N:7][C:6]([C:2]3[S:1][CH:5]=[CH:4][CH:3]=3)=[CH:14][CH:13]=2)=[O:12])[CH2:25][CH2:24][CH2:23][CH2:22]1, predict the reactants needed to synthesize it. The reactants are: [S:1]1[CH:5]=[CH:4][CH:3]=[C:2]1[C:6]1[CH:14]=[CH:13][C:9]([C:10]([OH:12])=O)=[CH:8][N:7]=1.[NH:15]1[CH2:19][CH2:18][CH2:17][C@H:16]1[CH2:20][N:21]1[CH2:25][CH2:24][CH2:23][CH2:22]1. (8) Given the product [Br:1][C:2]1[CH:3]=[C:4]2[C:5](=[CH:6][CH:7]=1)[N:8]([CH3:15])[C:9](=[O:14])[CH2:10][C:11]2([CH3:12])[CH3:13], predict the reactants needed to synthesize it. The reactants are: [Br:1][C:2]1[CH:7]=[CH:6][C:5]([N:8]([CH3:15])[C:9](=[O:14])[CH:10]=[C:11]([CH3:13])[CH3:12])=[CH:4][CH:3]=1.[Cl-].[Al+3].[Cl-].[Cl-].O. (9) Given the product [C:23]([O:22][C@@H:17]([C:16]1[C:15]([CH3:27])=[CH:14][N:13]2[N:28]=[C:29]3[CH:30]=[C:12]2[C:11]=1[N:8]1[CH2:7][CH2:6][C:5]([CH3:50])([O:4][CH2:1][CH2:2][CH2:3][CH2:47][C@H:45]([CH3:46])[O:44][C:38]2[CH:39]=[CH:40][C:41]([F:43])=[CH:42][C:37]=2[C:33]2[CH:32]=[C:31]3[CH:36]=[CH:35][CH:34]=2)[CH2:10][CH2:9]1)[C:18]([OH:20])=[O:19])([CH3:26])([CH3:24])[CH3:25], predict the reactants needed to synthesize it. The reactants are: [CH2:1]([O:4][C:5]1([CH3:50])[CH2:10][CH2:9][N:8]([C:11]2[C:12]3[N:13]([N:28]=[C:29]([C:31]4[CH:32]=[C:33]([C:37]5[CH:42]=[C:41]([F:43])[CH:40]=[CH:39][C:38]=5[O:44][C@H:45]([CH2:47]C=C)[CH3:46])[CH:34]=[CH:35][CH:36]=4)[CH:30]=3)[CH:14]=[C:15]([CH3:27])[C:16]=2[C@H:17]([O:22][C:23]([CH3:26])([CH3:25])[CH3:24])[C:18]([O:20]C)=[O:19])[CH2:7][CH2:6]1)[CH:2]=[CH2:3].[OH-].[Na+].C1COCC1. (10) The reactants are: [Cl:1][C:2]1[CH:3]=[CH:4][CH:5]=[C:6]2[C:11]=1[CH:10]=[N:9][CH:8]=[CH:7]2.[Br:12]Br.Cl. Given the product [Br:12][C:7]1[C:6]2[C:11](=[C:2]([Cl:1])[CH:3]=[CH:4][CH:5]=2)[CH:10]=[N:9][CH:8]=1, predict the reactants needed to synthesize it.